This data is from Peptide-MHC class II binding affinity with 134,281 pairs from IEDB. The task is: Regression. Given a peptide amino acid sequence and an MHC pseudo amino acid sequence, predict their binding affinity value. This is MHC class II binding data. (1) The peptide sequence is INVGFKAAVAAAAGV. The MHC is HLA-DPA10201-DPB11401 with pseudo-sequence HLA-DPA10201-DPB11401. The binding affinity (normalized) is 0.597. (2) The peptide sequence is GFKAAVAAAASVP. The MHC is HLA-DQA10102-DQB10602 with pseudo-sequence HLA-DQA10102-DQB10602. The binding affinity (normalized) is 0.505. (3) The MHC is HLA-DQA10303-DQB10402 with pseudo-sequence HLA-DQA10303-DQB10402. The peptide sequence is CVYNMMGKREKKLSE. The binding affinity (normalized) is 0. (4) The peptide sequence is NFRFMSKGGMRNVFD. The MHC is DRB1_0401 with pseudo-sequence DRB1_0401. The binding affinity (normalized) is 0.226. (5) The peptide sequence is YLEEHPSAGKDPKKT. The MHC is DRB5_0101 with pseudo-sequence DRB5_0101. The binding affinity (normalized) is 0.353. (6) The peptide sequence is SNLLRAIEAQQHLLQLTVWGIKQL. The MHC is DRB5_0101 with pseudo-sequence DRB5_0101. The binding affinity (normalized) is 0.701. (7) The peptide sequence is AFLLLGLAGNSSPSA. The MHC is HLA-DPA10301-DPB10402 with pseudo-sequence HLA-DPA10301-DPB10402. The binding affinity (normalized) is 0.496. (8) The binding affinity (normalized) is 0. The MHC is HLA-DQA10401-DQB10402 with pseudo-sequence HLA-DQA10401-DQB10402. The peptide sequence is TPTSLLISWGHYPLH. (9) The peptide sequence is RSGKDHVSTLLTWHM. The MHC is DRB1_0101 with pseudo-sequence DRB1_0101. The binding affinity (normalized) is 0.278.